Task: Regression/Classification. Given a drug SMILES string, predict its absorption, distribution, metabolism, or excretion properties. Task type varies by dataset: regression for continuous measurements (e.g., permeability, clearance, half-life) or binary classification for categorical outcomes (e.g., BBB penetration, CYP inhibition). Dataset: cyp2d6_veith.. Dataset: CYP2D6 inhibition data for predicting drug metabolism from PubChem BioAssay (1) The drug is CS(=O)(=O)N1CCC2(CC1)CN(c1ccc(-c3ccccc3)cc1)C2. The result is 0 (non-inhibitor). (2) The molecule is CC[C@H]1[C@H](O)N2[C@H]3C[C@@H]1[C@@H]1[C@@H]2C[C@@]2(c4ccccc4N(C)[C@H]32)[C@H]1O. The result is 1 (inhibitor). (3) The compound is O=[N+]([O-])c1ccc(/C=N/N/C(=N/c2ccccn2)c2ccccn2)cc1. The result is 0 (non-inhibitor). (4) The compound is O=C(Nc1nnc(C2CC2)s1)c1ccncc1. The result is 0 (non-inhibitor).